Dataset: Forward reaction prediction with 1.9M reactions from USPTO patents (1976-2016). Task: Predict the product of the given reaction. (1) The product is: [C:1]([O:5][C:6]([N:8]1[CH2:13][CH2:12][CH:11]([CH:14]2[O:23][C:17]3=[CH:18][N:19]=[C:20]([C:27]4[CH:28]=[CH:29][N:24]=[CH:25][CH:26]=4)[CH:21]=[C:16]3[CH2:15]2)[CH2:10][CH2:9]1)=[O:7])([CH3:4])([CH3:3])[CH3:2]. Given the reactants [C:1]([O:5][C:6]([N:8]1[CH2:13][CH2:12][CH:11]([CH:14]2[O:23][C:17]3=[CH:18][N:19]=[C:20](Cl)[CH:21]=[C:16]3[CH2:15]2)[CH2:10][CH2:9]1)=[O:7])([CH3:4])([CH3:3])[CH3:2].[N:24]1[CH:29]=[CH:28][C:27](B(O)O)=[CH:26][CH:25]=1, predict the reaction product. (2) Given the reactants [Cl:1][C:2]1[CH:9]=[C:8]([Cl:10])[CH:7]=[CH:6][C:3]=1[CH2:4][NH2:5].F[C:12]1[CH:20]=[N:19][CH:18]=[CH:17][C:13]=1[C:14]([OH:16])=[O:15], predict the reaction product. The product is: [Cl:1][C:2]1[CH:9]=[C:8]([Cl:10])[CH:7]=[CH:6][C:3]=1[CH2:4][NH:5][C:17]1[CH:18]=[N:19][CH:20]=[CH:12][C:13]=1[C:14]([OH:16])=[O:15]. (3) Given the reactants Cl[C:2]1[N:7]=[C:6]([NH:8][C:9]2[CH:18]=[CH:17][CH:16]=[CH:15][C:10]=2[C:11]([NH:13][CH3:14])=[O:12])[C:5]([Cl:19])=[CH:4][N:3]=1.[NH2:20][C:21]1[C:26]2[CH2:27][CH2:28][O:29][C:30](=[O:33])[N:31]([CH3:32])[C:25]=2[CH:24]=[CH:23][C:22]=1[O:34][CH3:35], predict the reaction product. The product is: [Cl:19][C:5]1[C:6]([NH:8][C:9]2[CH:18]=[CH:17][CH:16]=[CH:15][C:10]=2[C:11]([NH:13][CH3:14])=[O:12])=[N:7][C:2]([NH:20][C:21]2[C:26]3[CH2:27][CH2:28][O:29][C:30](=[O:33])[N:31]([CH3:32])[C:25]=3[CH:24]=[CH:23][C:22]=2[O:34][CH3:35])=[N:3][CH:4]=1. (4) Given the reactants C(Cl)(=O)C(Cl)=O.CS(C)=O.[F:11][C:12]([F:26])([F:25])[CH2:13][O:14][C:15]1[CH:24]=[CH:23][CH:22]=[CH:21][C:16]=1[O:17][CH2:18][CH2:19][OH:20].C(N(CC)CC)C, predict the reaction product. The product is: [F:11][C:12]([F:25])([F:26])[CH2:13][O:14][C:15]1[CH:24]=[CH:23][CH:22]=[CH:21][C:16]=1[O:17][CH2:18][CH:19]=[O:20]. (5) Given the reactants [NH2:1][C:2]1[CH:7]=[N:6][CH:5]=[CH:4][N:3]=1.[C:8]1([CH:14]([N+:16]#[C-:17])[CH3:15])[CH:13]=[CH:12][CH:11]=[CH:10][CH:9]=1.[Br:18][C:19]1[S:23][C:22]([CH:24]=O)=[CH:21][CH:20]=1.Cl(O)(=O)(=O)=O.C(=O)([O-])[O-].[Na+].[Na+], predict the reaction product. The product is: [Br:18][C:19]1[S:23][C:22]([C:24]2[N:1]=[C:2]3[CH:7]=[N:6][CH:5]=[CH:4][N:3]3[C:17]=2[NH:16][CH:14]([C:8]2[CH:13]=[CH:12][CH:11]=[CH:10][CH:9]=2)[CH3:15])=[CH:21][CH:20]=1. (6) Given the reactants [O:1]1[C:5]2([CH2:10][CH2:9][CH:8]([CH2:11][OH:12])[CH2:7][CH2:6]2)OCC1.[H-].[Na+].[CH3:15]I.O, predict the reaction product. The product is: [CH3:15][O:12][CH2:11][CH:8]1[CH2:7][CH2:6][C:5](=[O:1])[CH2:10][CH2:9]1. (7) Given the reactants [CH3:1][N:2]1[C@@H:18]2[CH2:19][C:7]3[CH:8]=[CH:9][C:10]([O:22][CH3:23])=[C:11]4[O:12][C@H:13]5[C:14]([O:20][CH3:21])=[CH:15][CH:16]=[C:17]2[C@:5]5([C:6]=34)[CH2:4][CH2:3]1.N1CCOCC1.O, predict the reaction product. The product is: [CH3:1][N:2]1[C@@H:18]2[CH2:19][C:7]3[CH:8]=[CH:9][C:10]([O:22][CH3:23])=[C:11]4[O:12][C@H:13]5[C:14]([O:20][CH3:21])=[CH:15][CH2:16][C@@H:17]2[C@:5]5([C:6]=34)[CH2:4][CH2:3]1. (8) Given the reactants [NH2:1][C:2]1[CH:3]=[N:4][CH:5]=[CH:6][CH:7]=1.N1C=CC=CC=1.Cl[C:15](OC1C=CC=CC=1)=[O:16].[Cl:24][C:25]1[CH:31]=[C:30]([O:32][C:33]2[C:34]3[N:41]([CH3:42])[CH:40]=[CH:39][C:35]=3[N:36]=[CH:37][N:38]=2)[CH:29]=[CH:28][C:26]=1[NH2:27], predict the reaction product. The product is: [Cl:24][C:25]1[CH:31]=[C:30]([O:32][C:33]2[C:34]3[N:41]([CH3:42])[CH:40]=[CH:39][C:35]=3[N:36]=[CH:37][N:38]=2)[CH:29]=[CH:28][C:26]=1[NH:27][C:15]([NH:1][C:2]1[CH:3]=[N:4][CH:5]=[CH:6][CH:7]=1)=[O:16]. (9) Given the reactants [CH3:1][O:2][C:3]1[CH:4]=[C:5]([NH2:26])[CH:6]=[CH:7][C:8]=1[C:9]1[O:10][C:11]([C:14]2[C:15]([C:20]3[CH:25]=[CH:24][CH:23]=[CH:22][CH:21]=3)=[N:16][O:17][C:18]=2[CH3:19])=[N:12][N:13]=1.C[Si]([N-][Si](C)(C)C)(C)C.[K+].[CH:37]([S:40](Cl)(=[O:42])=[O:41])([CH3:39])[CH3:38].N1C=CC=CC=1, predict the reaction product. The product is: [CH3:1][O:2][C:3]1[CH:4]=[C:5]([NH:26][S:40]([CH:37]([CH3:39])[CH3:38])(=[O:42])=[O:41])[CH:6]=[CH:7][C:8]=1[C:9]1[O:10][C:11]([C:14]2[C:15]([C:20]3[CH:21]=[CH:22][CH:23]=[CH:24][CH:25]=3)=[N:16][O:17][C:18]=2[CH3:19])=[N:12][N:13]=1. (10) Given the reactants [Br:1][C:2]1[CH:3]=[C:4]2[C@@:13]3([CH2:17][O:16][C:15]([NH2:18])=[N:14]3)[C:10]3([CH2:12][CH2:11]3)[C:9]([CH3:20])([CH3:19])[O:8][C:5]2=[CH:6][CH:7]=1.[C:21](O[C:21]([O:23][C:24]([CH3:27])([CH3:26])[CH3:25])=[O:22])([O:23][C:24]([CH3:27])([CH3:26])[CH3:25])=[O:22], predict the reaction product. The product is: [C:24]([O:23][C:21]([N:18]([C:15]1[O:16][CH2:17][C@@:13]2([C:4]3[C:5](=[CH:6][CH:7]=[C:2]([Br:1])[CH:3]=3)[O:8][C:9]([CH3:20])([CH3:19])[C:10]32[CH2:12][CH2:11]3)[N:14]=1)[C:21]([O:23][C:24]([CH3:27])([CH3:26])[CH3:25])=[O:22])=[O:22])([CH3:27])([CH3:26])[CH3:25].